Task: Regression. Given a peptide amino acid sequence and an MHC pseudo amino acid sequence, predict their binding affinity value. This is MHC class II binding data.. Dataset: Peptide-MHC class II binding affinity with 134,281 pairs from IEDB (1) The peptide sequence is GGVKRISGLIYEETRG. The MHC is H-2-IAs with pseudo-sequence H-2-IAs. The binding affinity (normalized) is 0. (2) The peptide sequence is KKVIQLSRKTFDTEY. The MHC is DRB1_0901 with pseudo-sequence DRB1_0901. The binding affinity (normalized) is 0.374. (3) The peptide sequence is EKKYFAATQSEPLAA. The MHC is DRB1_1001 with pseudo-sequence DRB1_1001. The binding affinity (normalized) is 0.836. (4) The peptide sequence is VKYAVFEAALTKA. The MHC is DRB1_0401 with pseudo-sequence DRB1_0401. The binding affinity (normalized) is 0.111. (5) The peptide sequence is SLILPGIKAQQSKLA. The MHC is HLA-DQA10201-DQB10402 with pseudo-sequence HLA-DQA10201-DQB10402. The binding affinity (normalized) is 0.443. (6) The peptide sequence is ISPNSVFSQWRVVCDSLEDYD. The MHC is DRB4_0101 with pseudo-sequence DRB4_0103. The binding affinity (normalized) is 0.522.